From a dataset of Reaction yield outcomes from USPTO patents with 853,638 reactions. Predict the reaction yield, written as a fraction of the theoretical maximum amount of product (1.0 means a 100% yield; for example, 0.34 means a 34% yield). (1) The reactants are [Cl:1][CH2:2][C:3](Cl)=O.[NH2:6][C:7]1[CH:22]=[CH:21][CH:20]=[C:19]([CH3:23])[C:8]=1[C:9]([NH:11][C:12]1[CH:17]=[CH:16][CH:15]=[CH:14][C:13]=1[CH3:18])=[O:10]. The catalyst is C(O)(=O)C. The product is [Cl:1][CH2:2][C:3]1[N:11]([C:12]2[CH:17]=[CH:16][CH:15]=[CH:14][C:13]=2[CH3:18])[C:9](=[O:10])[C:8]2[C:7](=[CH:22][CH:21]=[CH:20][C:19]=2[CH3:23])[N:6]=1. The yield is 0.230. (2) The reactants are [CH3:1][O:2][C:3]([C:5]1([NH:10][C:11]([CH:13]2[CH2:17][CH:16]([O:18][C:19]3[C:28]4[C:23](=[C:24]([Cl:36])[C:25]([O:29][CH2:30][CH:31](OC)OC)=[CH:26][CH:27]=4)[N:22]=[C:21]([C:37]4[N:38]=[C:39]([NH:42][CH:43]([CH3:45])[CH3:44])[S:40][CH:41]=4)[CH:20]=3)[CH2:15][N:14]2[C:46](=[O:62])[CH:47]([NH:52][C:53]([O:55][CH:56]2[CH2:61][CH:60]3[CH:58]([CH2:59]3)[CH2:57]2)=[O:54])[C:48]([CH3:51])([CH3:50])[CH3:49])=[O:12])[CH2:7][CH:6]1[CH2:8][CH3:9])=[O:4].Cl.[NH:64]1[CH2:69][CH2:68][O:67][CH2:66][CH2:65]1.C(O[BH-](OC(=O)C)OC(=O)C)(=O)C.[Na+].C([O-])(O)=O.[Na+]. The product is [CH3:1][O:2][C:3]([C:5]1([NH:10][C:11]([CH:13]2[CH2:17][CH:16]([O:18][C:19]3[C:28]4[C:23](=[C:24]([Cl:36])[C:25]([O:29][CH2:30][CH2:31][N:64]5[CH2:69][CH2:68][O:67][CH2:66][CH2:65]5)=[CH:26][CH:27]=4)[N:22]=[C:21]([C:37]4[N:38]=[C:39]([NH:42][CH:43]([CH3:44])[CH3:45])[S:40][CH:41]=4)[CH:20]=3)[CH2:15][N:14]2[C:46](=[O:62])[CH:47]([NH:52][C:53]([O:55][CH:56]2[CH2:57][CH:58]3[CH:60]([CH2:59]3)[CH2:61]2)=[O:54])[C:48]([CH3:50])([CH3:51])[CH3:49])=[O:12])[CH2:7][CH:6]1[CH2:8][CH3:9])=[O:4]. The catalyst is C(O)(=O)C.O. The yield is 0.500. (3) The reactants are C([O-])([O-])=O.[K+].[K+].[CH:7]([C:11]1[CH:16]=[CH:15][C:14]([N:17]2[C:26](=[O:27])[C:25]3[C:20](=[CH:21][CH:22]=[CH:23][CH:24]=3)[N:19]=[C:18]2[C:28]2[CH:33]=[CH:32][C:31]([OH:34])=[C:30]([CH3:35])[CH:29]=2)=[CH:13][CH:12]=1)([CH2:9][CH3:10])[CH3:8].Br[CH2:37][CH2:38][O:39][Si:40]([C:43]([CH3:46])([CH3:45])[CH3:44])([CH3:42])[CH3:41]. The catalyst is CN(C=O)C. The product is [Si:40]([O:39][CH2:38][CH2:37][O:34][C:31]1[CH:32]=[CH:33][C:28]([C:18]2[N:17]([C:14]3[CH:13]=[CH:12][C:11]([CH:7]([CH2:9][CH3:10])[CH3:8])=[CH:16][CH:15]=3)[C:26](=[O:27])[C:25]3[C:20](=[CH:21][CH:22]=[CH:23][CH:24]=3)[N:19]=2)=[CH:29][C:30]=1[CH3:35])([C:43]([CH3:46])([CH3:45])[CH3:44])([CH3:42])[CH3:41]. The yield is 0.900. (4) The catalyst is CN(C=O)C. The product is [Cl:3][C:4]1[CH:5]=[C:6]([Cl:25])[C:7]2[C:8]3[CH2:17][CH2:16][N:15]([C:18]([O:20][C:21]([CH3:22])([CH3:24])[CH3:23])=[O:19])[CH2:14][CH2:13][C:9]=3[N:10]([CH2:27][C:28]([O:30][CH2:31][CH3:32])=[O:29])[C:11]=2[CH:12]=1. The yield is 0.780. The reactants are [H-].[Na+].[Cl:3][C:4]1[CH:5]=[C:6]([Cl:25])[C:7]2[C:8]3[CH2:17][CH2:16][N:15]([C:18]([O:20][C:21]([CH3:24])([CH3:23])[CH3:22])=[O:19])[CH2:14][CH2:13][C:9]=3[NH:10][C:11]=2[CH:12]=1.Br[CH2:27][C:28]([O:30][CH2:31][CH3:32])=[O:29].